From a dataset of Forward reaction prediction with 1.9M reactions from USPTO patents (1976-2016). Predict the product of the given reaction. (1) Given the reactants [OH:1][CH2:2][CH:3]1[CH2:8][CH2:7][NH:6][CH2:5][CH2:4]1.C(=O)([O-])[O-].[K+].[K+].Cl[C:16]([O:18][CH3:19])=[O:17].ClCCl, predict the reaction product. The product is: [CH3:19][O:18][C:16]([N:6]1[CH2:7][CH2:8][CH:3]([CH2:2][OH:1])[CH2:4][CH2:5]1)=[O:17]. (2) The product is: [Cl:31][C:32]1[C:37]([C:7]2[C@@:11]3([CH3:28])[CH2:12][CH2:13][C@H:14]4[C@H:23]([C@@H:10]3[CH2:9][CH:8]=2)[CH2:22][CH:21]=[C:20]2[C@:15]4([CH3:27])[CH2:16][CH2:17][C:18](=[O:26])[N:19]2[CH2:24][CH3:25])=[CH:36][CH:35]=[CH:34][N:33]=1. Given the reactants FC(F)(F)S(O[C:7]1[C@@:11]2([CH3:28])[CH2:12][CH2:13][C@H:14]3[C@H:23]([C@@H:10]2[CH2:9][CH:8]=1)[CH2:22][CH:21]=[C:20]1[C@:15]3([CH3:27])[CH2:16][CH2:17][C:18](=[O:26])[N:19]1[CH2:24][CH3:25])(=O)=O.[Cl:31][C:32]1[C:37](B(O)O)=[CH:36][CH:35]=[CH:34][N:33]=1.O, predict the reaction product. (3) Given the reactants [CH3:1][O:2][C:3]1[CH:17]=[CH:16][C:6]([CH2:7][N:8]2[CH:12]=[C:11]([C:13](=[O:15])[CH3:14])[N:10]=[N:9]2)=[CH:5][CH:4]=1.[H-].[Na+].C[O:21][C:22](=O)[CH2:23][C:24]1[CH:29]=[CH:28][C:27]([F:30])=[CH:26][CH:25]=1, predict the reaction product. The product is: [F:30][C:27]1[CH:28]=[CH:29][C:24]([CH2:23][C:22](=[O:21])[CH2:14][C:13]([C:11]2[N:10]=[N:9][N:8]([CH2:7][C:6]3[CH:16]=[CH:17][C:3]([O:2][CH3:1])=[CH:4][CH:5]=3)[CH:12]=2)=[O:15])=[CH:25][CH:26]=1. (4) Given the reactants [C:1]([C:3]1[CH:4]=[N:5][N:6]2[C:11]([C:12]([F:15])([F:14])[F:13])=[CH:10][C:9]([C:16]3[CH:21]=[CH:20][C:19]([C:22]([F:25])([F:24])[F:23])=[CH:18][CH:17]=3)=[N:8][C:7]=12)#[CH:2].Br[C:27]1[CH:35]=[CH:34][C:30]([C:31]([NH2:33])=[O:32])=[CH:29][CH:28]=1, predict the reaction product. The product is: [F:15][C:12]([F:14])([F:13])[C:11]1[N:6]2[N:5]=[CH:4][C:3]([C:1]#[C:2][C:27]3[CH:35]=[CH:34][C:30]([C:31]([NH2:33])=[O:32])=[CH:29][CH:28]=3)=[C:7]2[N:8]=[C:9]([C:16]2[CH:21]=[CH:20][C:19]([C:22]([F:25])([F:24])[F:23])=[CH:18][CH:17]=2)[CH:10]=1. (5) Given the reactants Br[C:2]1[CH:3]=[C:4]([NH:9][S:10]([C:13]2[CH:18]=[CH:17][C:16]([OH:19])=[CH:15][CH:14]=2)(=[O:12])=[O:11])[CH:5]=[C:6]([F:8])[CH:7]=1.[B:20]1([B:20]2[O:24][C:23]([CH3:26])([CH3:25])[C:22]([CH3:28])([CH3:27])[O:21]2)[O:24][C:23]([CH3:26])([CH3:25])[C:22]([CH3:28])([CH3:27])[O:21]1.C([O-])(=O)C.[K+].O, predict the reaction product. The product is: [F:8][C:6]1[CH:5]=[C:4]([NH:9][S:10]([C:13]2[CH:18]=[CH:17][C:16]([OH:19])=[CH:15][CH:14]=2)(=[O:12])=[O:11])[CH:3]=[C:2]([B:20]2[O:24][C:23]([CH3:26])([CH3:25])[C:22]([CH3:28])([CH3:27])[O:21]2)[CH:7]=1. (6) Given the reactants BrCC([O:5][CH2:6][CH3:7])=O.[CH3:8][C:9]1[CH:14]=[CH:13][C:12]([NH:15][C:16]([NH2:18])=[S:17])=[CH:11][CH:10]=1.C([O-])(=O)C.[Na+], predict the reaction product. The product is: [C:9]1([CH3:8])[CH:14]=[CH:13][C:12]([N:15]=[C:16]2[NH:18][C:6](=[O:5])[CH2:7][S:17]2)=[CH:11][CH:10]=1. (7) Given the reactants [C:1]1([NH:7][C:8]2[CH:20]=[CH:19][C:11]([C:12]([NH:14][CH2:15][C:16]([OH:18])=O)=[O:13])=[CH:10][CH:9]=2)[CH:6]=[CH:5][CH:4]=[CH:3][CH:2]=1.CCN(C(C)C)C(C)C.C1C=CC2N(O)N=NC=2C=1.CCN=C=NCCCN(C)C.Cl.FC(F)(F)C(O)=O.[Br:59][C:60]1[CH:72]=[CH:71][CH:70]=[CH:69][C:61]=1[O:62][CH:63]1[CH2:68][CH2:67][NH:66][CH2:65][CH2:64]1, predict the reaction product. The product is: [Br:59][C:60]1[CH:72]=[CH:71][CH:70]=[CH:69][C:61]=1[O:62][CH:63]1[CH2:68][CH2:67][N:66]([C:16](=[O:18])[CH2:15][NH:14][C:12](=[O:13])[C:11]2[CH:10]=[CH:9][C:8]([NH:7][C:1]3[CH:2]=[CH:3][CH:4]=[CH:5][CH:6]=3)=[CH:20][CH:19]=2)[CH2:65][CH2:64]1. (8) The product is: [C:1]([O:5][C:6](=[O:36])[CH2:7][CH:8]([C:9](=[O:11])[NH:55][CH2:54][CH2:53][C:50]1[CH:51]=[CH:52][C:47]([C:41]2[CH:42]=[CH:43][C:44]([O:45][CH3:46])=[C:39]([O:38][CH3:37])[CH:40]=2)=[CH:48][CH:49]=1)[CH2:12][C:13](=[O:35])[NH:14][O:15][C:16]([C:29]1[CH:34]=[CH:33][CH:32]=[CH:31][CH:30]=1)([C:17]1[CH:22]=[CH:21][CH:20]=[CH:19][CH:18]=1)[C:23]1[CH:24]=[CH:25][CH:26]=[CH:27][CH:28]=1)([CH3:3])([CH3:4])[CH3:2]. Given the reactants [C:1]([O:5][C:6](=[O:36])[CH2:7][CH:8]([CH2:12][C:13](=[O:35])[NH:14][O:15][C:16]([C:29]1[CH:34]=[CH:33][CH:32]=[CH:31][CH:30]=1)([C:23]1[CH:28]=[CH:27][CH:26]=[CH:25][CH:24]=1)[C:17]1[CH:22]=[CH:21][CH:20]=[CH:19][CH:18]=1)[C:9]([OH:11])=O)([CH3:4])([CH3:3])[CH3:2].[CH3:37][O:38][C:39]1[CH:40]=[C:41]([C:47]2[CH:52]=[CH:51][C:50]([CH2:53][CH2:54][NH2:55])=[CH:49][CH:48]=2)[CH:42]=[CH:43][C:44]=1[O:45][CH3:46], predict the reaction product.